From a dataset of Reaction yield outcomes from USPTO patents with 853,638 reactions. Predict the reaction yield, written as a fraction of the theoretical maximum amount of product (1.0 means a 100% yield; for example, 0.34 means a 34% yield). (1) The reactants are Cl.[NH2:2][CH2:3][C@@H:4]1[O:8][C:7](=[O:9])[N:6]([C:10]2[CH:19]=[CH:18][C:13]3[C:14]([CH3:17])=[N:15][O:16][C:12]=3[CH:11]=2)[CH2:5]1.[CH2:20]1C[O:23][CH2:22][CH2:21]1.C([O-])(O)=O.[Na+].C(OC(=O)CC)(=O)CC. The product is [CH3:17][C:14]1[C:13]2[CH:18]=[CH:19][C:10]([N:6]3[CH2:5][C@H:4]([CH2:3][NH:2][C:22](=[O:23])[CH2:21][CH3:20])[O:8][C:7]3=[O:9])=[CH:11][C:12]=2[O:16][N:15]=1. The yield is 0.960. The catalyst is C(Cl)Cl.O. (2) The reactants are Br[CH2:2][CH2:3][CH2:4][C:5]([N:7]1[CH2:12][CH2:11][CH:10]([NH:13][C:14](=[O:20])[O:15][C:16]([CH3:19])([CH3:18])[CH3:17])[CH2:9][CH2:8]1)=[O:6].[NH:21]1[CH2:26][CH2:25][O:24][CH2:23][CH2:22]1. The catalyst is CN(C=O)C.C(Cl)Cl. The product is [O:24]1[CH2:25][CH2:26][N:21]([CH2:2][CH2:3][CH2:4][C:5]([N:7]2[CH2:12][CH2:11][CH:10]([NH:13][C:14](=[O:20])[O:15][C:16]([CH3:19])([CH3:18])[CH3:17])[CH2:9][CH2:8]2)=[O:6])[CH2:22][CH2:23]1. The yield is 0.550. (3) The reactants are Cl[C:2]1[C:11]2[C:6](=[CH:7][CH:8]=[C:9]([Cl:12])[N:10]=2)[N:5]=[CH:4][C:3]=1[C:13](=[O:15])[CH3:14].[CH3:16][N:17]([CH3:28])[CH2:18][CH2:19][O:20][C:21]1[N:26]=[CH:25][C:24]([NH2:27])=[CH:23][CH:22]=1. No catalyst specified. The product is [Cl:12][C:9]1[N:10]=[C:11]2[C:6](=[CH:7][CH:8]=1)[N:5]=[CH:4][C:3]([C:13](=[O:15])[CH3:14])=[C:2]2[NH:27][C:24]1[CH:25]=[N:26][C:21]([O:20][CH2:19][CH2:18][N:17]([CH3:28])[CH3:16])=[CH:22][CH:23]=1. The yield is 0.440.